Dataset: Catalyst prediction with 721,799 reactions and 888 catalyst types from USPTO. Task: Predict which catalyst facilitates the given reaction. (1) Reactant: I[C:2]1[C:10]2[C:5](=[N:6][CH:7]=[N:8][C:9]=2[NH2:11])[N:4]([CH:12]2[CH2:17][CH2:16][N:15]([CH2:18][CH2:19][O:20][CH3:21])[CH2:14][CH2:13]2)[N:3]=1.[CH3:22][C:23]1[CH:24]=[C:25]([CH3:48])[C:26]2[O:30][C:29]([NH:31][C:32]3[CH:37]=[CH:36][C:35](B4OC(C)(C)C(C)(C)O4)=[CH:34][CH:33]=3)=[N:28][C:27]=2[CH:47]=1.C(=O)([O-])[O-].[Na+].[Na+]. Product: [NH2:11][C:9]1[N:8]=[CH:7][N:6]=[C:5]2[N:4]([CH:12]3[CH2:17][CH2:16][N:15]([CH2:18][CH2:19][O:20][CH3:21])[CH2:14][CH2:13]3)[N:3]=[C:2]([C:35]3[CH:34]=[CH:33][C:32]([NH:31][C:29]4[O:30][C:26]5[C:25]([CH3:48])=[CH:24][C:23]([CH3:22])=[CH:47][C:27]=5[N:28]=4)=[CH:37][CH:36]=3)[C:10]=12. The catalyst class is: 108. (2) Reactant: [CH2:1]([O:8][C:9]1[C:14](=[O:15])[N:13]=[C:12]([CH2:16][C:17]2[CH:22]=[CH:21][C:20]([Cl:23])=[CH:19][C:18]=2Br)[N:11]2[CH2:25][CH2:26][N:27]([CH:30]([CH3:32])[CH3:31])[C:28](=[O:29])[C:10]=12)[C:2]1[CH:7]=[CH:6][CH:5]=[CH:4][CH:3]=1.[F:33][C:34]1[CH:39]=[CH:38][C:37](B(O)O)=[CH:36][CH:35]=1.C(=O)([O-])[O-].[K+].[K+].C1(P(C2CCCCC2)C2C=CC=CC=2C2C(OC)=CC=CC=2OC)CCCCC1. Product: [CH2:1]([O:8][C:9]1[C:14](=[O:15])[N:13]=[C:12]([CH2:16][C:17]2[CH:22]=[CH:21][C:20]([Cl:23])=[CH:19][C:18]=2[C:37]2[CH:38]=[CH:39][C:34]([F:33])=[CH:35][CH:36]=2)[N:11]2[CH2:25][CH2:26][N:27]([CH:30]([CH3:32])[CH3:31])[C:28](=[O:29])[C:10]=12)[C:2]1[CH:7]=[CH:6][CH:5]=[CH:4][CH:3]=1. The catalyst class is: 12. (3) Reactant: [NH2:1][C:2]1[C:3]([CH3:10])=[CH:4][C:5]([O:8][CH3:9])=[N:6][CH:7]=1.[C:11](O[C:11]([O:13][C:14]([CH3:17])([CH3:16])[CH3:15])=[O:12])([O:13][C:14]([CH3:17])([CH3:16])[CH3:15])=[O:12].C([O-])([O-])=O.[Na+].[Na+]. The catalyst class is: 1. Product: [C:14]([O:13][C:11](=[O:12])[NH:1][C:2]1[CH:7]=[N:6][C:5]([O:8][CH3:9])=[CH:4][C:3]=1[CH3:10])([CH3:17])([CH3:16])[CH3:15]. (4) Reactant: [NH3:1].[CH2:2]([N:9]1[CH2:13][CH2:12][C@H:11](OS(C)(=O)=O)[CH2:10]1)[C:3]1[CH:8]=[CH:7][CH:6]=[CH:5][CH:4]=1. Product: [CH2:2]([N:9]1[CH2:13][CH2:12][C@@H:11]([NH2:1])[CH2:10]1)[C:3]1[CH:8]=[CH:7][CH:6]=[CH:5][CH:4]=1. The catalyst class is: 5. (5) Product: [CH3:38][C:36]1[O:35][N:34]=[C:33]([CH2:32][N:7]2[C:6]3[CH:8]=[C:9]([C:11]4[CH:16]=[CH:15][CH:14]=[CH:13][CH:12]=4)[S:10][C:5]=3[C:4](=[O:17])[N:3]([CH:18]3[CH2:23][CH2:22][N:21]([C:24]([O:26][C:27]([CH3:30])([CH3:29])[CH3:28])=[O:25])[CH2:20][CH2:19]3)[C:2]2=[O:1])[N:37]=1. Reactant: [O:1]=[C:2]1[NH:7][C:6]2[CH:8]=[C:9]([C:11]3[CH:16]=[CH:15][CH:14]=[CH:13][CH:12]=3)[S:10][C:5]=2[C:4](=[O:17])[N:3]1[CH:18]1[CH2:23][CH2:22][N:21]([C:24]([O:26][C:27]([CH3:30])([CH3:29])[CH3:28])=[O:25])[CH2:20][CH2:19]1.Cl[CH2:32][C:33]1[N:37]=[C:36]([CH3:38])[O:35][N:34]=1.C(=O)([O-])[O-].[K+].[K+]. The catalyst class is: 3.